Dataset: Reaction yield outcomes from USPTO patents with 853,638 reactions. Task: Predict the reaction yield, written as a fraction of the theoretical maximum amount of product (1.0 means a 100% yield; for example, 0.34 means a 34% yield). (1) The reactants are [Cl:1][C:2]1[N:3]=[C:4](Cl)[C:5]2[S:10][CH:9]=[C:8]([CH3:11])[C:6]=2[N:7]=1.[C:13]12([NH2:23])[CH2:22][CH:17]3[CH2:18][CH:19]([CH2:21][CH:15]([CH2:16]3)[CH2:14]1)[CH2:20]2. The catalyst is CN(C=O)C. The product is [C:13]12([NH:23][C:4]3[C:5]4[S:10][CH:9]=[C:8]([CH3:11])[C:6]=4[N:7]=[C:2]([Cl:1])[N:3]=3)[CH2:20][CH:19]3[CH2:18][CH:17]([CH2:16][CH:15]([CH2:21]3)[CH2:14]1)[CH2:22]2. The yield is 1.00. (2) The reactants are [F:1][C:2]1[CH:7]=[CH:6][C:5]([CH:8]2[O:12]C(=O)[NH:10][CH:9]2[CH2:14][C:15]2[CH:20]=[CH:19][C:18]([C:21]([F:24])([F:23])[F:22])=[C:17]([F:25])[CH:16]=2)=[CH:4][CH:3]=1.[OH-].[Na+]. The catalyst is C(O)C. The product is [NH2:10][CH:9]([CH2:14][C:15]1[CH:20]=[CH:19][C:18]([C:21]([F:24])([F:22])[F:23])=[C:17]([F:25])[CH:16]=1)[CH:8]([C:5]1[CH:6]=[CH:7][C:2]([F:1])=[CH:3][CH:4]=1)[OH:12]. The yield is 0.870. (3) The reactants are Cl[C:2]([O:4][C:5]1[CH:10]=[CH:9][CH:8]=[CH:7][CH:6]=1)=[O:3].[N:11]1[CH:16]=[CH:15][CH:14]=[CH:13][C:12]=1[NH2:17].N1C=CC=CC=1. The catalyst is C1COCC1.[Cl-].[Na+].O. The product is [N:11]1[CH:16]=[CH:15][CH:14]=[CH:13][C:12]=1[NH:17][C:2](=[O:3])[O:4][C:5]1[CH:10]=[CH:9][CH:8]=[CH:7][CH:6]=1. The yield is 0.180. (4) The reactants are [Cl:1][C:2]1[CH:7]=[CH:6][C:5]([C:8]2[S:16][C:15]3[C:14](=[O:17])[N:13]([C:18]4[CH:23]=[CH:22][C:21]([O:24][CH2:25][C:26]([OH:29])([CH3:28])[CH3:27])=[C:20]([O:30][CH3:31])[CH:19]=4)[CH:12]=[N:11][C:10]=3[CH:9]=2)=[CH:4][CH:3]=1.N1C=NC=N1.C(N(C(C)C)[P:41]([O:50]CC1C=CC=CC=1)[O:42]CC1C=CC=CC=1)(C)C.[OH:61]O.O. The catalyst is C(Cl)Cl. The product is [P:41]([OH:50])([OH:61])([O:29][C:26]([CH3:28])([CH3:27])[CH2:25][O:24][C:21]1[CH:22]=[CH:23][C:18]([N:13]2[C:14](=[O:17])[C:15]3[S:16][C:8]([C:5]4[CH:6]=[CH:7][C:2]([Cl:1])=[CH:3][CH:4]=4)=[CH:9][C:10]=3[N:11]=[CH:12]2)=[CH:19][C:20]=1[O:30][CH3:31])=[O:42]. The yield is 0.800. (5) The reactants are [NH2:1][CH:2]([CH3:13])[C:3]([N:5]1[CH2:10][CH2:9][S:8](=[O:12])(=[O:11])[CH2:7][CH2:6]1)=O. The catalyst is C1COCC1. The product is [O:12]=[S:8]1(=[O:11])[CH2:9][CH2:10][N:5]([CH2:3][C@@H:2]([NH2:1])[CH3:13])[CH2:6][CH2:7]1. The yield is 0.900. (6) The catalyst is C(#N)C. The yield is 0.320. The reactants are [Cl:1][C:2]1[CH:3]=[C:4]([CH:17]=[CH:18][CH:19]=1)[CH2:5][NH:6][C:7]1[CH:12]=[C:11](F)[CH:10]=[CH:9][C:8]=1[N+:14]([O-:16])=[O:15].[N:20]1(C(OC(C)(C)C)=O)[CH2:25][CH2:24][NH:23][CH2:22][CH2:21]1.C(N(CC)C(C)C)(C)C. The product is [ClH:1].[Cl:1][C:2]1[CH:3]=[C:4]([CH:17]=[CH:18][CH:19]=1)[CH2:5][NH:6][C:7]1[CH:12]=[C:11]([N:20]2[CH2:25][CH2:24][NH:23][CH2:22][CH2:21]2)[CH:10]=[CH:9][C:8]=1[N+:14]([O-:16])=[O:15]. (7) The reactants are [CH2:1]([N:8]1[C:12]([CH3:13])=[C:11]([C:14]([OH:16])=O)[CH:10]=[N:9]1)[C:2]1[CH:7]=[CH:6][CH:5]=[CH:4][CH:3]=1.Cl.C(N=C=NCCCN(C)C)C.C1C=C2N=NN(O)C2=CC=1.N.[NH2:40][CH2:41][C:42]1[C:43]([OH:50])=[N:44][C:45]([CH3:49])=[CH:46][C:47]=1[CH3:48]. The catalyst is O.ClCCl.C(N(CC)CC)C. The product is [CH2:1]([N:8]1[C:12]([CH3:13])=[C:11]([C:14]([NH:40][CH2:41][C:42]2[C:43]([OH:50])=[N:44][C:45]([CH3:49])=[CH:46][C:47]=2[CH3:48])=[O:16])[CH:10]=[N:9]1)[C:2]1[CH:3]=[CH:4][CH:5]=[CH:6][CH:7]=1. The yield is 0.290. (8) The reactants are Cl.[NH2:2][C:3]1[CH:9]=[CH:8][C:6]([OH:7])=[CH:5][C:4]=1[OH:10].C([O-])(=O)C.[Na+].[C:16](OCC)(OCC)(OCC)[O:17][CH2:18][CH3:19]. The catalyst is C(O)C. The product is [CH2:18]([O:17][C:16]1[O:10][C:4]2[CH:5]=[C:6]([OH:7])[CH:8]=[CH:9][C:3]=2[N:2]=1)[CH3:19]. The yield is 0.600.